Dataset: Forward reaction prediction with 1.9M reactions from USPTO patents (1976-2016). Task: Predict the product of the given reaction. (1) Given the reactants [N+:1]([C:4]1[CH:5]=[C:6]([C:12]2[O:13][C:14]3[CH:20]=[CH:19][C:18](Br)=[CH:17][C:15]=3[N:16]=2)[C:7]([O:10][CH3:11])=[CH:8][CH:9]=1)([O-:3])=[O:2].[O:22]1[C:26]2[CH:27]=[CH:28][CH:29]=[CH:30][C:25]=2[CH:24]=[C:23]1B(O)O, predict the reaction product. The product is: [N+:1]([C:4]1[CH:5]=[C:6]([C:12]2[O:13][C:14]3[CH:20]=[CH:19][C:18]([C:23]4[O:22][C:26]5[CH:27]=[CH:28][CH:29]=[CH:30][C:25]=5[CH:24]=4)=[CH:17][C:15]=3[N:16]=2)[C:7]([O:10][CH3:11])=[CH:8][CH:9]=1)([O-:3])=[O:2]. (2) Given the reactants [N:1]([CH2:4][C@H:5]1[O:9][C:8](=[O:10])[C@@H:7]([NH:11][C:12](=[O:18])[O:13][C:14]([CH3:17])([CH3:16])[CH3:15])[CH2:6]1)=[N+]=[N-], predict the reaction product. The product is: [OH:9][CH:5]1[CH2:4][NH:1][C:8](=[O:10])[CH:7]([NH:11][C:12](=[O:18])[O:13][C:14]([CH3:17])([CH3:16])[CH3:15])[CH2:6]1. (3) Given the reactants [Br:1][C:2]1[C:3]([O:24][CH:25]2[CH2:30][CH2:29][NH:28][CH2:27][CH2:26]2)=[N:4][C:5]2[N:6]([N:9]=[CH:10][C:11]=2[C:12]2[CH:13]=[N:14][C:15]([C:18]3[CH:23]=[CH:22][CH:21]=[CH:20][CH:19]=3)=[CH:16][CH:17]=2)[C:7]=1[NH2:8].[C:31](O)(=[O:35])[C@@H:32]([CH3:34])[OH:33].C1C=CC2N(O)N=NC=2C=1.CCN(C(C)C)C(C)C, predict the reaction product. The product is: [NH2:8][C:7]1[N:6]2[N:9]=[CH:10][C:11]([C:12]3[CH:13]=[N:14][C:15]([C:18]4[CH:23]=[CH:22][CH:21]=[CH:20][CH:19]=4)=[CH:16][CH:17]=3)=[C:5]2[N:4]=[C:3]([O:24][CH:25]2[CH2:30][CH2:29][N:28]([C:31](=[O:35])[C@H:32]([OH:33])[CH3:34])[CH2:27][CH2:26]2)[C:2]=1[Br:1]. (4) Given the reactants [H-].[Na+].Cl[C:4]1[C:9]([C:10]([N:12]([CH2:14][CH2:15][OH:16])[CH3:13])=[O:11])=[CH:8][CH:7]=[C:6]([Cl:17])[N:5]=1.O, predict the reaction product. The product is: [Cl:17][C:6]1[CH:7]=[CH:8][C:9]2[C:10](=[O:11])[N:12]([CH3:13])[CH2:14][CH2:15][O:16][C:4]=2[N:5]=1. (5) Given the reactants [CH3:1][C:2]1[CH:3]=[CH:4][C:5]([N+:10]([O-])=O)=[C:6]([O:8][CH3:9])[CH:7]=1, predict the reaction product. The product is: [CH3:9][O:8][C:6]1[CH:7]=[C:2]([CH3:1])[CH:3]=[CH:4][C:5]=1[NH2:10].